Task: Predict which catalyst facilitates the given reaction.. Dataset: Catalyst prediction with 721,799 reactions and 888 catalyst types from USPTO (1) Reactant: [CH3:1][C:2]1[CH:3]=[C:4]([C:9]2[N:10]=[C:11]([NH2:20])[S:12][C:13]=2[C:14]2[CH:19]=[CH:18][N:17]=[CH:16][CH:15]=2)[CH:5]=[C:6]([CH3:8])[CH:7]=1.[CH2:21]([N:23]=[C:24]=[O:25])[CH3:22].C(=O)([O-])O.[Na+]. Product: [CH3:1][C:2]1[CH:3]=[C:4]([C:9]2[N:10]=[C:11]([NH:20][C:24]([NH:23][CH2:21][CH3:22])=[O:25])[S:12][C:13]=2[C:14]2[CH:19]=[CH:18][N:17]=[CH:16][CH:15]=2)[CH:5]=[C:6]([CH3:8])[CH:7]=1. The catalyst class is: 80. (2) Reactant: [NH2:1][C:2]1[C:3]([C:12]([NH:14][C@H:15]([C:22]([O:24][CH3:25])=[O:23])[C@@H:16]([CH3:21])[O:17][CH:18]([CH3:20])[CH3:19])=[O:13])=[CH:4][C:5]2[C:10]([CH:11]=1)=[CH:9][CH:8]=[CH:7][CH:6]=2.[N:26]([C:29]1[C:34]([CH3:35])=[CH:33][C:32]([CH3:36])=[CH:31][C:30]=1[CH3:37])=[C:27]=[O:28]. Product: [CH3:20][CH:18]([O:17][C@H:16]([CH3:21])[C@@H:15]([C:22]([O:24][CH3:25])=[O:23])[NH:14][C:12]([C:3]1[C:2]([NH:1][C:27]([NH:26][C:29]2[C:30]([CH3:37])=[CH:31][C:32]([CH3:36])=[CH:33][C:34]=2[CH3:35])=[O:28])=[CH:11][C:10]2[C:5](=[CH:6][CH:7]=[CH:8][CH:9]=2)[CH:4]=1)=[O:13])[CH3:19]. The catalyst class is: 17. (3) The catalyst class is: 59. Reactant: P(Br)(Br)([Br:3])=O.O[CH2:7][C:8]1[CH:13]=[CH:12][C:11]([C:14]2[CH:15]=[C:16]3[C:21](=[C:22]([P:24](=[O:31])([O:28][CH2:29][CH3:30])[O:25][CH2:26][CH3:27])[CH:23]=2)[N:20]=[C:19]([CH3:32])[CH:18]=[CH:17]3)=[CH:10][CH:9]=1.O. Product: [Br:3][CH2:7][C:8]1[CH:13]=[CH:12][C:11]([C:14]2[CH:15]=[C:16]3[C:21](=[C:22]([P:24](=[O:31])([O:28][CH2:29][CH3:30])[O:25][CH2:26][CH3:27])[CH:23]=2)[N:20]=[C:19]([CH3:32])[CH:18]=[CH:17]3)=[CH:10][CH:9]=1. (4) Reactant: C(Cl)(=O)C(Cl)=O.CS(C)=O.[OH:11][CH2:12][C@H:13]1[CH2:18][CH2:17][C@H:16]([C:19]([O:21][CH3:22])=[O:20])[CH2:15][CH2:14]1.C(N(CC)CC)C. Product: [CH:12]([C@H:13]1[CH2:14][CH2:15][C@H:16]([C:19]([O:21][CH3:22])=[O:20])[CH2:17][CH2:18]1)=[O:11]. The catalyst class is: 366. (5) Reactant: [Cl:1][C:2]1[N:6]2[CH:7]=[C:8]([CH2:15][CH:16]([CH3:18])[CH3:17])[CH:9]=[C:10]([C:11]([F:14])([F:13])[F:12])[C:5]2=[N:4][C:3]=1[C:19]([O:21]C)=[O:20].O.[OH-].[Na+]. Product: [Cl:1][C:2]1[N:6]2[CH:7]=[C:8]([CH2:15][CH:16]([CH3:18])[CH3:17])[CH:9]=[C:10]([C:11]([F:13])([F:12])[F:14])[C:5]2=[N:4][C:3]=1[C:19]([OH:21])=[O:20]. The catalyst class is: 7. (6) Reactant: [Cl-].O[NH3+:3].[C:4](=[O:7])([O-])[OH:5].[Na+].CS(C)=O.[F:13][C:14]1[CH:15]=[C:16]([C:41]2[C:42]([C:47]#[N:48])=[CH:43][CH:44]=[CH:45][CH:46]=2)[CH:17]=[CH:18][C:19]=1[CH2:20][C:21]1[C:22](=[O:40])[N:23]([CH:34]2[CH2:39][CH2:38][S:37][CH2:36][CH2:35]2)[C:24]2[N:25]([N:30]=[C:31]([CH3:33])[N:32]=2)[C:26]=1[CH2:27][CH2:28][CH3:29]. Product: [F:13][C:14]1[CH:15]=[C:16]([C:41]2[CH:46]=[CH:45][CH:44]=[CH:43][C:42]=2[C:47]2[NH:3][C:4](=[O:7])[O:5][N:48]=2)[CH:17]=[CH:18][C:19]=1[CH2:20][C:21]1[C:22](=[O:40])[N:23]([CH:34]2[CH2:35][CH2:36][S:37][CH2:38][CH2:39]2)[C:24]2[N:25]([N:30]=[C:31]([CH3:33])[N:32]=2)[C:26]=1[CH2:27][CH2:28][CH3:29]. The catalyst class is: 13.